The task is: Predict the product of the given reaction.. This data is from Forward reaction prediction with 1.9M reactions from USPTO patents (1976-2016). Given the reactants [Cl:1][C:2]1[CH:7]=[CH:6][CH:5]=[CH:4][C:3]=1[C:8]1[C:12]([CH:13]=[O:14])=[CH:11][N:10]([C:15]2[CH:20]=[CH:19][N:18]=[C:17]([Cl:21])[CH:16]=2)[N:9]=1.[CH3:22][Mg]Br, predict the reaction product. The product is: [Cl:1][C:2]1[CH:7]=[CH:6][CH:5]=[CH:4][C:3]=1[C:8]1[C:12]([CH:13]([OH:14])[CH3:22])=[CH:11][N:10]([C:15]2[CH:20]=[CH:19][N:18]=[C:17]([Cl:21])[CH:16]=2)[N:9]=1.